Dataset: Peptide-MHC class I binding affinity with 185,985 pairs from IEDB/IMGT. Task: Regression. Given a peptide amino acid sequence and an MHC pseudo amino acid sequence, predict their binding affinity value. This is MHC class I binding data. (1) The peptide sequence is PLESDAVECL. The MHC is HLA-A02:03 with pseudo-sequence HLA-A02:03. The binding affinity (normalized) is 0.133. (2) The peptide sequence is FCPQNGQFI. The MHC is H-2-Db with pseudo-sequence H-2-Db. The binding affinity (normalized) is 0.441.